From a dataset of Reaction yield outcomes from USPTO patents with 853,638 reactions. Predict the reaction yield, written as a fraction of the theoretical maximum amount of product (1.0 means a 100% yield; for example, 0.34 means a 34% yield). (1) The reactants are [OH-].[Na+].C([O:5][C:6](=[O:18])[C:7]1[CH:12]=[C:11]([F:13])[CH:10]=[C:9]([F:14])[C:8]=1[O:15][CH2:16][CH3:17])C. The catalyst is CCO. The product is [CH2:16]([O:15][C:8]1[C:9]([F:14])=[CH:10][C:11]([F:13])=[CH:12][C:7]=1[C:6]([OH:18])=[O:5])[CH3:17]. The yield is 0.900. (2) The reactants are [CH:1]([C@@H:14]1[CH2:20][C@@H:19]2[C@@H:17]([O:18]2)[CH2:16][O:15]1)([C:8]1[CH:13]=[CH:12][CH:11]=[CH:10][CH:9]=1)[C:2]1[CH:7]=[CH:6][CH:5]=[CH:4][CH:3]=1.[CH3:21][O:22][C:23]1[CH:30]=[C:29]([O:31][CH3:32])[CH:28]=[CH:27][C:24]=1[CH2:25][NH2:26]. No catalyst specified. The product is [CH:1]([C@@H:14]1[CH2:20][C@@H:19]([OH:18])[C@H:17]([NH:26][CH2:25][C:24]2[CH:27]=[CH:28][C:29]([O:31][CH3:32])=[CH:30][C:23]=2[O:22][CH3:21])[CH2:16][O:15]1)([C:8]1[CH:13]=[CH:12][CH:11]=[CH:10][CH:9]=1)[C:2]1[CH:3]=[CH:4][CH:5]=[CH:6][CH:7]=1. The yield is 0.700.